Dataset: Full USPTO retrosynthesis dataset with 1.9M reactions from patents (1976-2016). Task: Predict the reactants needed to synthesize the given product. (1) Given the product [N:3]1[CH:8]=[CH:7][CH:6]=[CH:5][C:4]=1[C:9]1([C:10]#[N:11])[CH2:16][CH2:15][CH2:14][CH2:13]1, predict the reactants needed to synthesize it. The reactants are: [H-].[Na+].[N:3]1[CH:8]=[CH:7][CH:6]=[CH:5][C:4]=1[CH2:9][C:10]#[N:11].Br[CH2:13][CH2:14][CH2:15][CH2:16]Br. (2) Given the product [CH2:1]([O:3][CH2:4][CH2:5][N:6]1[C:14]2[C:9](=[CH:10][CH:11]=[CH:12][CH:13]=2)[C:8]([CH:15]2[CH2:16][CH2:17][N:18]([CH2:23][CH2:22][C:21]([OH:25])=[O:24])[CH2:19][CH2:20]2)=[CH:7]1)[CH3:2], predict the reactants needed to synthesize it. The reactants are: [CH2:1]([O:3][CH2:4][CH2:5][N:6]1[C:14]2[C:9](=[CH:10][CH:11]=[CH:12][CH:13]=2)[C:8]([CH:15]2[CH2:20][CH2:19][NH:18][CH2:17][CH2:16]2)=[CH:7]1)[CH3:2].[C:21]([O:25]CC)(=[O:24])[CH:22]=[CH2:23]. (3) Given the product [CH2:2]([C@@H:9]1[N:15]([C:37]([CH:34]2[CH2:35][CH2:36][O:31][CH2:32][CH2:33]2)=[O:38])[CH2:14][C:13]2[CH:16]=[CH:17][C:18]([C:20]([O:22][CH3:23])=[O:21])=[CH:19][C:12]=2[O:11][CH2:10]1)[C:3]1[CH:4]=[CH:5][CH:6]=[CH:7][CH:8]=1, predict the reactants needed to synthesize it. The reactants are: Cl.[CH2:2]([C@@H:9]1[NH:15][CH2:14][C:13]2[CH:16]=[CH:17][C:18]([C:20]([O:22][CH3:23])=[O:21])=[CH:19][C:12]=2[O:11][CH2:10]1)[C:3]1[CH:8]=[CH:7][CH:6]=[CH:5][CH:4]=1.CCN(CC)CC.[O:31]1[CH2:36][CH2:35][CH:34]([C:37](O)=[O:38])[CH2:33][CH2:32]1.ClC(Cl)C. (4) Given the product [C:5]([N:1]=[C:19]=[O:20])(=[O:16])[CH2:6][CH2:7][CH2:8][CH2:9][CH2:10][CH2:11][CH2:12][CH2:13][CH:14]=[CH2:15], predict the reactants needed to synthesize it. The reactants are: [N-:1]=[N+]=[N-].[Na+].[C:5](Cl)(=[O:16])[CH2:6][CH2:7][CH2:8][CH2:9][CH2:10][CH2:11][CH2:12][CH2:13][CH:14]=[CH2:15].C[C:19](C)=[O:20]. (5) Given the product [C:1]([O:5][C:6]([N:8]1[CH2:13][CH2:12][CH:11]([O:14][CH2:19][CH2:18][CH2:17][CH2:16][Br:15])[CH2:10][CH2:9]1)=[O:7])([CH3:4])([CH3:2])[CH3:3], predict the reactants needed to synthesize it. The reactants are: [C:1]([O:5][C:6]([N:8]1[CH2:13][CH2:12][CH:11]([OH:14])[CH2:10][CH2:9]1)=[O:7])([CH3:4])([CH3:3])[CH3:2].[Br:15][CH2:16][CH2:17][CH2:18][CH2:19]Br.[H-].[Na+].[NH4+].[Cl-]. (6) The reactants are: Br[C:2]1[C:10]2[N:9]3[CH2:11][CH2:12][CH2:13][NH:14][C:15](=[O:16])[C:8]3=[CH:7][C:6]=2[CH:5]=[C:4]([CH3:17])[CH:3]=1.[CH3:18][O:19][C:20]1[CH:25]=[CH:24][C:23](B(O)O)=[CH:22][CH:21]=1. Given the product [CH3:18][O:19][C:20]1[CH:25]=[CH:24][C:23]([C:2]2[C:10]3[N:9]4[CH2:11][CH2:12][CH2:13][NH:14][C:15](=[O:16])[C:8]4=[CH:7][C:6]=3[CH:5]=[C:4]([CH3:17])[CH:3]=2)=[CH:22][CH:21]=1, predict the reactants needed to synthesize it. (7) Given the product [CH3:20][CH:15]1[O:16][CH:17]([CH3:19])[CH2:18][N:13]([CH2:12][C:7]2[N:8]([CH3:11])[C:9]3[C:5]([N:6]=2)=[C:4]([N:21]2[CH2:26][CH2:25][O:24][CH2:23][CH2:22]2)[N:3]=[C:2]([N:33]2[C:28]4[CH:29]=[CH:30][CH:31]=[CH:32][C:27]=4[N:34]=[C:35]2[CH3:36])[N:10]=3)[CH2:14]1, predict the reactants needed to synthesize it. The reactants are: Cl[C:2]1[N:10]=[C:9]2[C:5]([N:6]=[C:7]([CH2:12][N:13]3[CH2:18][CH:17]([CH3:19])[O:16][CH:15]([CH3:20])[CH2:14]3)[N:8]2[CH3:11])=[C:4]([N:21]2[CH2:26][CH2:25][O:24][CH2:23][CH2:22]2)[N:3]=1.[C:27]1([NH2:34])[C:28]([NH2:33])=[CH:29][CH:30]=[CH:31][CH:32]=1.[C:35](O)(=O)[CH3:36].